From a dataset of NCI-60 drug combinations with 297,098 pairs across 59 cell lines. Regression. Given two drug SMILES strings and cell line genomic features, predict the synergy score measuring deviation from expected non-interaction effect. (1) Drug 1: CC1=C(C(CCC1)(C)C)C=CC(=CC=CC(=CC(=O)O)C)C. Drug 2: C(CCl)NC(=O)N(CCCl)N=O. Cell line: IGROV1. Synergy scores: CSS=1.73, Synergy_ZIP=-0.540, Synergy_Bliss=0.763, Synergy_Loewe=-3.22, Synergy_HSA=-1.33. (2) Drug 1: C1CN1P(=S)(N2CC2)N3CC3. Drug 2: CCC(=C(C1=CC=CC=C1)C2=CC=C(C=C2)OCCN(C)C)C3=CC=CC=C3.C(C(=O)O)C(CC(=O)O)(C(=O)O)O. Cell line: K-562. Synergy scores: CSS=37.2, Synergy_ZIP=-3.45, Synergy_Bliss=-6.82, Synergy_Loewe=0, Synergy_HSA=-5.06. (3) Drug 1: CC1C(C(=O)NC(C(=O)N2CCCC2C(=O)N(CC(=O)N(C(C(=O)O1)C(C)C)C)C)C(C)C)NC(=O)C3=C4C(=C(C=C3)C)OC5=C(C(=O)C(=C(C5=N4)C(=O)NC6C(OC(=O)C(N(C(=O)CN(C(=O)C7CCCN7C(=O)C(NC6=O)C(C)C)C)C)C(C)C)C)N)C. Drug 2: CS(=O)(=O)OCCCCOS(=O)(=O)C. Cell line: UACC-257. Synergy scores: CSS=0.582, Synergy_ZIP=-1.74, Synergy_Bliss=-1.99, Synergy_Loewe=-8.82, Synergy_HSA=-4.07.